This data is from Full USPTO retrosynthesis dataset with 1.9M reactions from patents (1976-2016). The task is: Predict the reactants needed to synthesize the given product. (1) Given the product [CH3:1][CH2:2][O:3][C:4]([C:6]1[N:16]=[CH:15][N:14]2[C:7]=1[CH2:8][N:9]([CH3:22])[C:10]([C:12]1[CH:20]=[C:19]([F:21])[CH:18]=[CH:17][C:13]=12)=[O:11])=[O:5], predict the reactants needed to synthesize it. The reactants are: [CH3:1][CH2:2][O:3][C:4]([C:6]1[N:16]=[CH:15][N:14]2[C:7]=1[CH2:8][NH:9][C:10]([C:12]1[CH:20]=[C:19]([F:21])[CH:18]=[CH:17][C:13]=12)=[O:11])=[O:5].[CH3:22]N(C)C=O.[OH-].[K+].C([O-])=O.[NH4+]. (2) Given the product [O:14]=[C:13]1[N:9]([C:5]2[CH:6]=[CH:7][CH:8]=[C:3]([CH2:1][NH:19][C:20]3[CH:25]=[CH:24][CH:23]=[CH:22][N:21]=3)[CH:4]=2)[CH2:10][CH:11]([C:15]([O:17][CH3:18])=[O:16])[CH2:12]1, predict the reactants needed to synthesize it. The reactants are: [CH:1]([C:3]1[CH:4]=[C:5]([N:9]2[C:13](=[O:14])[CH2:12][CH:11]([C:15]([O:17][CH3:18])=[O:16])[CH2:10]2)[CH:6]=[CH:7][CH:8]=1)=O.[NH2:19][C:20]1[CH:25]=[CH:24][CH:23]=[CH:22][N:21]=1.CC(O)=O. (3) Given the product [F:1][C:2]1[CH:22]=[CH:21][CH:20]=[C:19]([F:23])[C:3]=1[C:4]([NH:6][C:7]1[CH:8]=[CH:9][C:10]([C:13]2[S:14][C:15]([C:34]3[CH:33]=[N:32][CH:37]=[CH:36][CH:35]=3)=[CH:16][C:17]=2[CH3:18])=[CH:11][CH:12]=1)=[O:5], predict the reactants needed to synthesize it. The reactants are: [F:1][C:2]1[CH:22]=[CH:21][CH:20]=[C:19]([F:23])[C:3]=1[C:4]([NH:6][C:7]1[CH:12]=[CH:11][C:10]([C:13]2[S:14][CH:15]=[CH:16][C:17]=2[CH3:18])=[CH:9][CH:8]=1)=[O:5].C1C(=O)N(Br)C(=O)C1.[N:32]1[CH:37]=[CH:36][CH:35]=[C:34](B(O)O)[CH:33]=1.C([O-])(O)=O.[Na+].